This data is from Peptide-MHC class II binding affinity with 134,281 pairs from IEDB. The task is: Regression. Given a peptide amino acid sequence and an MHC pseudo amino acid sequence, predict their binding affinity value. This is MHC class II binding data. The peptide sequence is RNTLLFLDLIILNFV. The MHC is DRB1_1101 with pseudo-sequence DRB1_1101. The binding affinity (normalized) is 0.202.